From a dataset of Forward reaction prediction with 1.9M reactions from USPTO patents (1976-2016). Predict the product of the given reaction. Given the reactants [ClH:1].Br[C:3]1[CH:8]=[CH:7][C:6]([NH:9][C:10]([CH:12]2[CH:17]3[CH2:18][CH2:19][N:14]([CH2:15][CH2:16]3)[CH2:13]2)=[O:11])=[CH:5][CH:4]=1.[OH:20][CH2:21][C:22]1[CH:27]=[CH:26][C:25](B(O)O)=[CH:24][CH:23]=1.C(=O)([O-])[O-].[Cs+].[Cs+], predict the reaction product. The product is: [ClH:1].[OH:20][CH2:21][C:22]1[CH:27]=[CH:26][C:25]([C:3]2[CH:8]=[CH:7][C:6]([NH:9][C:10]([CH:12]3[CH:17]4[CH2:18][CH2:19][N:14]([CH2:15][CH2:16]4)[CH2:13]3)=[O:11])=[CH:5][CH:4]=2)=[CH:24][CH:23]=1.